Dataset: Forward reaction prediction with 1.9M reactions from USPTO patents (1976-2016). Task: Predict the product of the given reaction. (1) Given the reactants C[O:2][C:3]1[CH:8]=[C:7]([C:9]([C:11]2[N:16]3[N:17]=[C:18]([NH:20][C:21]4[CH:26]=[CH:25][C:24]([C:27]([F:30])([F:29])[F:28])=[CH:23][CH:22]=4)[N:19]=[C:15]3[CH:14]=[CH:13][CH:12]=2)=O)[CH:6]=[CH:5][N:4]=1.[CH2:31]([Li])CCC.CON(C)C(=O)C1C=CN=C(OC)C=1, predict the reaction product. The product is: [F:28][C:27]([F:29])([F:30])[C:24]1[CH:23]=[CH:22][C:21]([NH:20][C:18]2[N:19]=[C:15]3[CH:14]=[CH:13][CH:12]=[C:11]([CH:9]([C:7]4[CH:6]=[CH:5][NH:4][C:3](=[O:2])[CH:8]=4)[CH3:31])[N:16]3[N:17]=2)=[CH:26][CH:25]=1. (2) The product is: [Cl:45][CH2:44][CH2:43][N:27]1[C:18]2[C:17]3[N:16]=[C:15]([NH:14][C:12]4[CH:13]=[C:8]([N:5]5[CH2:6][CH2:7][N:2]([CH3:1])[CH2:3][CH2:4]5)[CH:9]=[CH:10][C:11]=4[O:31][C:32]([F:33])([F:35])[F:34])[N:24]=[CH:23][C:22]=3[CH2:21][CH2:20][C:19]=2[C:25]([C:28]([NH2:30])=[O:29])=[N:26]1. Given the reactants [CH3:1][N:2]1[CH2:7][CH2:6][N:5]([C:8]2[CH:9]=[CH:10][C:11]([O:31][C:32]([F:35])([F:34])[F:33])=[C:12]([NH:14][C:15]3[N:24]=[CH:23][C:22]4[CH2:21][CH2:20][C:19]5[C:25]([C:28]([NH2:30])=[O:29])=[N:26][NH:27][C:18]=5[C:17]=4[N:16]=3)[CH:13]=2)[CH2:4][CH2:3]1.C([O-])([O-])=O.[Cs+].[Cs+].Br[CH2:43][CH2:44][Cl:45].O, predict the reaction product. (3) Given the reactants CS(O[CH2:6][CH2:7][C@@H:8]([NH:17][C:18]([O:20][C:21]([CH3:24])([CH3:23])[CH3:22])=[O:19])[C:9]1[CH:14]=[CH:13][C:12]([Cl:15])=[C:11]([Cl:16])[CH:10]=1)(=O)=O.[Na+].[I-:26].O, predict the reaction product. The product is: [Cl:16][C:11]1[CH:10]=[C:9]([C@H:8]([NH:17][C:18](=[O:19])[O:20][C:21]([CH3:24])([CH3:23])[CH3:22])[CH2:7][CH2:6][I:26])[CH:14]=[CH:13][C:12]=1[Cl:15]. (4) Given the reactants C(OC(=O)[NH:7][C:8]1[CH:13]=[C:12]([O:14][CH2:15][CH3:16])[C:11]([C:17]([F:20])([F:19])[F:18])=[CH:10][C:9]=1[NH:21][C:22](=[O:41])[CH2:23][C:24]([C:26]1[CH:31]=[CH:30][CH:29]=[C:28]([C:32]2[C:33]([CH:38]3[CH2:40][CH2:39]3)=[N:34][CH:35]=[CH:36][CH:37]=2)[CH:27]=1)=O)(C)(C)C.C(O)(C(F)(F)F)=O, predict the reaction product. The product is: [CH:38]1([C:33]2[C:32]([C:28]3[CH:27]=[C:26]([C:24]4[CH2:23][C:22](=[O:41])[NH:21][C:9]5[CH:10]=[C:11]([C:17]([F:19])([F:20])[F:18])[C:12]([O:14][CH2:15][CH3:16])=[CH:13][C:8]=5[N:7]=4)[CH:31]=[CH:30][CH:29]=3)=[CH:37][CH:36]=[CH:35][N:34]=2)[CH2:40][CH2:39]1.